This data is from Reaction yield outcomes from USPTO patents with 853,638 reactions. The task is: Predict the reaction yield, written as a fraction of the theoretical maximum amount of product (1.0 means a 100% yield; for example, 0.34 means a 34% yield). (1) The catalyst is C(Cl)Cl. The reactants are [NH2:1][C:2]1[CH:3]=[N:4][CH:5]=[C:6]([Br:8])[CH:7]=1.N1C=CC=CC=1.[C:15](OC(=O)C)(=[O:17])[CH3:16]. The product is [Br:8][C:6]1[CH:7]=[C:2]([NH:1][C:15](=[O:17])[CH3:16])[CH:3]=[N:4][CH:5]=1. The yield is 0.950. (2) The reactants are ClC1C=CC(C(C)(C)CC(O)(C(F)(F)F)C=O)=C(OC)C=1F.C(O[C:26](=O)[C:27]([C:43]([F:46])([F:45])[F:44])([OH:42])[CH2:28][C:29]([C:32]1[CH:37]=[CH:36][C:35]([Cl:38])=[C:34]([F:39])[C:33]=1[O:40][CH3:41])([CH3:31])[CH3:30])C.[NH2:48][C:49]1[CH:58]=[CH:57][CH:56]=[C:55]2[C:50]=1[CH:51]=[CH:52][NH:53][C:54]2=[O:59]. The catalyst is CC1C=CC=CC=1C.C(OCC)(=O)C.[Cl-].[Na+].O.CC([O-])C.CC([O-])C.CC([O-])C.CC([O-])C.[Ti+4]. The product is [Cl:38][C:35]1[CH:36]=[CH:37][C:32]([C:29]([CH3:31])([CH3:30])[CH2:28][C:27]([OH:42])([C:43]([F:46])([F:44])[F:45])[CH:26]=[N:48][C:49]2[CH:58]=[CH:57][CH:56]=[C:55]3[C:50]=2[CH:51]=[CH:52][NH:53][C:54]3=[O:59])=[C:33]([O:40][CH3:41])[C:34]=1[F:39]. The yield is 0.304. (3) The reactants are [Cl:1][C:2]1[C:7]([Cl:8])=[C:6]([C:9]#[N:10])[CH:5]=[CH:4][C:3]=1[NH:11][C@H:12]([C@@H:16]([OH:18])[CH3:17])[C:13]([OH:15])=O.[Cl:19][C:20]1[CH:29]=[CH:28][C:23]([C:24]([NH:26][NH2:27])=[O:25])=[CH:22][CH:21]=1.ClC1C(CC)=C(N[C@H]([C@@H](O)C)C(NNC(=O)C2C=CC=CC=2)=O)C=CC=1C#N. No catalyst specified. The product is [Cl:19][C:20]1[CH:29]=[CH:28][C:23]([C:24]([NH:26][NH:27][C:13](=[O:15])[C@H:12]([NH:11][C:3]2[CH:4]=[CH:5][C:6]([C:9]#[N:10])=[C:7]([Cl:8])[C:2]=2[Cl:1])[C@@H:16]([OH:18])[CH3:17])=[O:25])=[CH:22][CH:21]=1. The yield is 0.520. (4) The reactants are [CH3:1][S:2]([N:5]1[CH2:9][CH2:8][CH:7]([NH:10][C:11]([C:13]2[C:21]3[C:16](=[N:17][CH:18]=[C:19]([CH:22]4[CH2:24][CH2:23]4)[N:20]=3)[N:15](COCC[Si](C)(C)C)[CH:14]=2)=[O:12])[CH2:6]1)(=[O:4])=[O:3].FC(F)(F)C(O)=O. The catalyst is C(Cl)Cl. The product is [CH3:1][S:2]([N:5]1[CH2:9][CH2:8][CH:7]([NH:10][C:11]([C:13]2[C:21]3[C:16](=[N:17][CH:18]=[C:19]([CH:22]4[CH2:24][CH2:23]4)[N:20]=3)[NH:15][CH:14]=2)=[O:12])[CH2:6]1)(=[O:4])=[O:3]. The yield is 0.430. (5) The catalyst is CO.CC#N.CCN(CC)CC.C1C=CC([P]([Pd]([P](C2C=CC=CC=2)(C2C=CC=CC=2)C2C=CC=CC=2)([P](C2C=CC=CC=2)(C2C=CC=CC=2)C2C=CC=CC=2)[P](C2C=CC=CC=2)(C2C=CC=CC=2)C2C=CC=CC=2)(C2C=CC=CC=2)C2C=CC=CC=2)=CC=1. The reactants are Br[C:2]1[CH:3]=[CH:4][C:5]2[O:10][C:9]([F:12])([F:11])[O:8][C:7]([F:14])([F:13])[C:6]=2[CH:15]=1. The product is [CH3:7][O:8][C:9]([C:2]1[CH:3]=[CH:4][C:5]2[O:10][C:9]([F:12])([F:11])[O:8][C:7]([F:14])([F:13])[C:6]=2[CH:15]=1)=[O:10]. The yield is 0.850.